Dataset: Full USPTO retrosynthesis dataset with 1.9M reactions from patents (1976-2016). Task: Predict the reactants needed to synthesize the given product. Given the product [Br:1][C:2]1[N:7]=[CH:6][C:5]2[NH:8][C:15]([C:13]3[CH:14]=[N:10][NH:11][CH:12]=3)=[N:9][C:4]=2[CH:3]=1, predict the reactants needed to synthesize it. The reactants are: [Br:1][C:2]1[N:7]=[CH:6][C:5]([NH2:8])=[C:4]([NH2:9])[CH:3]=1.[NH:10]1[CH:14]=[C:13]([C:15](O)=O)[CH:12]=[N:11]1.[OH-].[Na+].